This data is from NCI-60 drug combinations with 297,098 pairs across 59 cell lines. The task is: Regression. Given two drug SMILES strings and cell line genomic features, predict the synergy score measuring deviation from expected non-interaction effect. (1) Drug 1: C1=CC=C(C=C1)NC(=O)CCCCCCC(=O)NO. Drug 2: C(CC(=O)O)C(=O)CN.Cl. Cell line: TK-10. Synergy scores: CSS=16.7, Synergy_ZIP=-7.68, Synergy_Bliss=-7.64, Synergy_Loewe=-9.47, Synergy_HSA=-3.59. (2) Drug 1: C1=C(C(=O)NC(=O)N1)N(CCCl)CCCl. Drug 2: C(CN)CNCCSP(=O)(O)O. Cell line: HT29. Synergy scores: CSS=17.9, Synergy_ZIP=-9.66, Synergy_Bliss=-1.07, Synergy_Loewe=-14.3, Synergy_HSA=-0.678. (3) Drug 1: COC1=NC(=NC2=C1N=CN2C3C(C(C(O3)CO)O)O)N. Drug 2: C1C(C(OC1N2C=NC3=C2NC=NCC3O)CO)O. Cell line: SF-295. Synergy scores: CSS=2.96, Synergy_ZIP=2.69, Synergy_Bliss=-4.62, Synergy_Loewe=-2.49, Synergy_HSA=-2.21. (4) Drug 1: C1=C(C(=O)NC(=O)N1)F. Drug 2: C1C(C(OC1N2C=NC3=C(N=C(N=C32)Cl)N)CO)O. Cell line: EKVX. Synergy scores: CSS=24.9, Synergy_ZIP=2.20, Synergy_Bliss=3.06, Synergy_Loewe=0.462, Synergy_HSA=0.0989. (5) Drug 1: C1CN(P(=O)(OC1)NCCCl)CCCl. Drug 2: CC1CCCC2(C(O2)CC(NC(=O)CC(C(C(=O)C(C1O)C)(C)C)O)C(=CC3=CSC(=N3)C)C)C. Cell line: EKVX. Synergy scores: CSS=19.9, Synergy_ZIP=-8.27, Synergy_Bliss=3.55, Synergy_Loewe=-11.8, Synergy_HSA=2.66. (6) Drug 1: C1=CC(=C2C(=C1NCCNCCO)C(=O)C3=C(C=CC(=C3C2=O)O)O)NCCNCCO. Drug 2: CC(C)(C#N)C1=CC(=CC(=C1)CN2C=NC=N2)C(C)(C)C#N. Cell line: UACC62. Synergy scores: CSS=31.4, Synergy_ZIP=-0.499, Synergy_Bliss=-1.37, Synergy_Loewe=-13.0, Synergy_HSA=-0.871. (7) Synergy scores: CSS=80.2, Synergy_ZIP=2.88, Synergy_Bliss=3.02, Synergy_Loewe=5.56, Synergy_HSA=8.32. Cell line: MOLT-4. Drug 2: N.N.Cl[Pt+2]Cl. Drug 1: C1C(C(OC1N2C=NC(=NC2=O)N)CO)O. (8) Drug 1: CN(C)N=NC1=C(NC=N1)C(=O)N. Drug 2: C1CN1P(=S)(N2CC2)N3CC3. Cell line: 786-0. Synergy scores: CSS=7.38, Synergy_ZIP=0.353, Synergy_Bliss=3.34, Synergy_Loewe=-2.42, Synergy_HSA=3.15. (9) Drug 1: C1=CC(=C2C(=C1NCCNCCO)C(=O)C3=C(C=CC(=C3C2=O)O)O)NCCNCCO. Drug 2: CC(CN1CC(=O)NC(=O)C1)N2CC(=O)NC(=O)C2. Cell line: M14. Synergy scores: CSS=26.8, Synergy_ZIP=1.46, Synergy_Bliss=3.03, Synergy_Loewe=-22.2, Synergy_HSA=3.74. (10) Drug 1: CCC1(CC2CC(C3=C(CCN(C2)C1)C4=CC=CC=C4N3)(C5=C(C=C6C(=C5)C78CCN9C7C(C=CC9)(C(C(C8N6C)(C(=O)OC)O)OC(=O)C)CC)OC)C(=O)OC)O.OS(=O)(=O)O. Drug 2: C1=NC(=NC(=O)N1C2C(C(C(O2)CO)O)O)N. Cell line: HCT-15. Synergy scores: CSS=12.9, Synergy_ZIP=-5.90, Synergy_Bliss=1.57, Synergy_Loewe=-0.861, Synergy_HSA=0.707.